This data is from Catalyst prediction with 721,799 reactions and 888 catalyst types from USPTO. The task is: Predict which catalyst facilitates the given reaction. (1) Reactant: [F:1][C:2]1[CH:3]=[C:4]2[C:8](=[CH:9][CH:10]=1)[NH:7][C:6](=[O:11])[CH2:5]2.C[Si]([N-][Si](C)(C)C)(C)C.[Li+].[CH2:22]([N:24]([CH2:40][CH3:41])[CH2:25][CH2:26][N:27]([CH2:29][C:30]1[N:35]=[C:34]2[CH2:36][O:37][C:38](=O)[C:33]2=[CH:32][CH:31]=1)[CH3:28])[CH3:23].Cl. Product: [CH2:40]([N:24]([CH2:22][CH3:23])[CH2:25][CH2:26][N:27]([CH2:29][C:30]1[N:35]=[C:34]2[CH2:36][O:37][C:38](=[C:5]3[C:4]4[C:8](=[CH:9][CH:10]=[C:2]([F:1])[CH:3]=4)[NH:7][C:6]3=[O:11])[C:33]2=[CH:32][CH:31]=1)[CH3:28])[CH3:41]. The catalyst class is: 1. (2) Reactant: [CH3:1][N:2]([CH3:17])[C:3]([C:5]1[CH:6]=[C:7](/[CH:11]=[CH:12]/[C:13]([O:15][CH3:16])=[O:14])[CH:8]=[CH:9][CH:10]=1)=[O:4]. Product: [CH3:17][N:2]([CH3:1])[C:3]([C:5]1[CH:6]=[C:7]([CH2:11][CH2:12][C:13]([O:15][CH3:16])=[O:14])[CH:8]=[CH:9][CH:10]=1)=[O:4]. The catalyst class is: 29. (3) Reactant: N[C:2]1[CH:11]=[CH:10][CH:9]=[C:8]2[C:3]=1[CH:4]=[C:5]([Cl:13])[N:6]=[C:7]2[CH3:12].N([O-])=O.[Na+].[NH4+].[OH-].[BrH:20]. Product: [Br:20][C:2]1[CH:11]=[CH:10][CH:9]=[C:8]2[C:3]=1[CH:4]=[C:5]([Cl:13])[N:6]=[C:7]2[CH3:12]. The catalyst class is: 6. (4) Reactant: [F:1][C:2]1[CH:7]=[CH:6][C:5]([C:8]2[C:9]([C:26]3[S:27][CH:28]=[CH:29][CH:30]=3)=[C:10]([C:14]([CH:16]([C:18]3[CH:23]=[CH:22][C:21]([CH3:24])=[C:20]([Cl:25])[CH:19]=3)[OH:17])=[O:15])[CH:11]=[CH:12][CH:13]=2)=[CH:4][CH:3]=1.[Bi]=O. Product: [F:1][C:2]1[CH:3]=[CH:4][C:5]([C:8]2[C:9]([C:26]3[S:27][CH:28]=[CH:29][CH:30]=3)=[C:10]([C:14]([C:16]([C:18]3[CH:23]=[CH:22][C:21]([CH3:24])=[C:20]([Cl:25])[CH:19]=3)=[O:17])=[O:15])[CH:11]=[CH:12][CH:13]=2)=[CH:6][CH:7]=1. The catalyst class is: 15.